Predict which catalyst facilitates the given reaction. From a dataset of Catalyst prediction with 721,799 reactions and 888 catalyst types from USPTO. (1) Reactant: Cl[C:2]1[C:7]([F:8])=[CH:6][NH:5][C:4](=[O:9])[N:3]=1.C(N(CC)CC)C.O.[NH2:18][NH2:19].[CH3:20][O:21][C:22]1[CH:29]=[CH:28][C:25]([CH:26]=O)=[CH:24][CH:23]=1. Product: [F:8][C:7]1[C:2]([NH:18]/[N:19]=[CH:26]/[C:25]2[CH:28]=[CH:29][C:22]([O:21][CH3:20])=[CH:23][CH:24]=2)=[N:3][C:4](=[O:9])[NH:5][CH:6]=1. The catalyst class is: 8. (2) Reactant: [CH3:1][Mg]Br.[CH:4]([C:6]1[N:10]([CH3:11])[CH:9]=[N:8][CH:7]=1)=[O:5].O. Product: [OH:5][CH:4]([C:6]1[N:10]([CH3:11])[CH:9]=[N:8][CH:7]=1)[CH3:1]. The catalyst class is: 385. (3) Reactant: O.[OH:2][C:3]1[CH:8]=[C:7]([OH:9])[CH:6]=[C:5]([OH:10])[C:4]=1[C:11](=[O:13])[CH3:12].C(N(CC)CC)C.C1C=CC(N([S:28]([C:31]([F:34])([F:33])[F:32])(=[O:30])=[O:29])[S:28]([C:31]([F:34])([F:33])[F:32])(=[O:30])=[O:29])=CC=1. Product: [C:11]([C:4]1[C:3]([OH:2])=[CH:8][C:7]([O:9][S:28]([C:31]([F:34])([F:33])[F:32])(=[O:30])=[O:29])=[CH:6][C:5]=1[OH:10])(=[O:13])[CH3:12]. The catalyst class is: 2. (4) Reactant: C(OC([NH:8][CH2:9][CH:10]1[CH2:15][CH2:14][CH:13]([CH2:16][NH:17][C:18]2[C:23]([C:24]([OH:26])=[O:25])=[CH:22][N:21]=[C:20]([NH:27][CH2:28][C:29]3[CH:34]=[CH:33][CH:32]=[CH:31][C:30]=3[Cl:35])[N:19]=2)[CH2:12][CH2:11]1)=O)(C)(C)C.CCO.Cl.O1CCOCC1. Product: [NH2:8][CH2:9][CH:10]1[CH2:11][CH2:12][CH:13]([CH2:16][NH:17][C:18]2[C:23]([C:24]([OH:26])=[O:25])=[CH:22][N:21]=[C:20]([NH:27][CH2:28][C:29]3[CH:34]=[CH:33][CH:32]=[CH:31][C:30]=3[Cl:35])[N:19]=2)[CH2:14][CH2:15]1. The catalyst class is: 22.